Dataset: NCI-60 drug combinations with 297,098 pairs across 59 cell lines. Task: Regression. Given two drug SMILES strings and cell line genomic features, predict the synergy score measuring deviation from expected non-interaction effect. (1) Drug 1: C1=NC2=C(N=C(N=C2N1C3C(C(C(O3)CO)O)F)Cl)N. Drug 2: C(CC(=O)O)C(=O)CN.Cl. Cell line: CCRF-CEM. Synergy scores: CSS=76.8, Synergy_ZIP=1.92, Synergy_Bliss=0.773, Synergy_Loewe=-27.1, Synergy_HSA=-2.66. (2) Drug 1: CC1C(C(CC(O1)OC2CC(CC3=C2C(=C4C(=C3O)C(=O)C5=C(C4=O)C(=CC=C5)OC)O)(C(=O)C)O)N)O.Cl. Drug 2: C1=C(C(=O)NC(=O)N1)N(CCCl)CCCl. Cell line: T-47D. Synergy scores: CSS=11.6, Synergy_ZIP=-9.54, Synergy_Bliss=-4.23, Synergy_Loewe=-9.51, Synergy_HSA=-2.40. (3) Drug 1: CC12CCC3C(C1CCC2O)C(CC4=C3C=CC(=C4)O)CCCCCCCCCS(=O)CCCC(C(F)(F)F)(F)F. Drug 2: C1CNP(=O)(OC1)N(CCCl)CCCl. Cell line: SNB-19. Synergy scores: CSS=-0.407, Synergy_ZIP=1.22, Synergy_Bliss=1.77, Synergy_Loewe=-0.162, Synergy_HSA=-0.296. (4) Drug 1: C1=CC=C(C(=C1)C(C2=CC=C(C=C2)Cl)C(Cl)Cl)Cl. Drug 2: CC1C(C(CC(O1)OC2CC(CC3=C2C(=C4C(=C3O)C(=O)C5=CC=CC=C5C4=O)O)(C(=O)C)O)N)O. Cell line: SR. Synergy scores: CSS=53.0, Synergy_ZIP=-1.83, Synergy_Bliss=-3.40, Synergy_Loewe=-3.68, Synergy_HSA=1.94. (5) Drug 1: C1=CC(=CC=C1C#N)C(C2=CC=C(C=C2)C#N)N3C=NC=N3. Drug 2: CC1C(C(CC(O1)OC2CC(CC3=C2C(=C4C(=C3O)C(=O)C5=C(C4=O)C(=CC=C5)OC)O)(C(=O)CO)O)N)O.Cl. Cell line: SK-MEL-28. Synergy scores: CSS=29.0, Synergy_ZIP=-2.91, Synergy_Bliss=-4.37, Synergy_Loewe=-4.50, Synergy_HSA=-2.34.